Dataset: Reaction yield outcomes from USPTO patents with 853,638 reactions. Task: Predict the reaction yield, written as a fraction of the theoretical maximum amount of product (1.0 means a 100% yield; for example, 0.34 means a 34% yield). (1) The reactants are [CH2:1]([O:8][C:9]1[CH:14]=[CH:13][C:12]([C:15]2[NH:16][C:17]([Cl:22])=[C:18]([CH2:20][OH:21])[N:19]=2)=[C:11]([F:23])[CH:10]=1)[C:2]1[CH:7]=[CH:6][CH:5]=[CH:4][CH:3]=1. The catalyst is C(OCC)(=O)C.C(Cl)(Cl)Cl.[O-2].[O-2].[Mn+4]. The product is [CH2:1]([O:8][C:9]1[CH:14]=[CH:13][C:12]([C:15]2[NH:16][C:17]([Cl:22])=[C:18]([CH:20]=[O:21])[N:19]=2)=[C:11]([F:23])[CH:10]=1)[C:2]1[CH:3]=[CH:4][CH:5]=[CH:6][CH:7]=1. The yield is 0.760. (2) The reactants are [F:1][CH:2]([F:19])[O:3][C:4]1[CH:9]=[CH:8][C:7]([C:10]#[C:11][C:12]2[CH:13]=[C:14]([CH:16]=[CH:17][CH:18]=2)[NH2:15])=[CH:6][CH:5]=1.C(N(CC)CC)C.[CH3:27][O:28][CH2:29][C:30](Cl)=[O:31].O. The catalyst is C(Cl)Cl. The product is [F:1][CH:2]([F:19])[O:3][C:4]1[CH:5]=[CH:6][C:7]([C:10]#[C:11][C:12]2[CH:13]=[C:14]([NH:15][C:30](=[O:31])[CH2:29][O:28][CH3:27])[CH:16]=[CH:17][CH:18]=2)=[CH:8][CH:9]=1. The yield is 0.940. (3) The reactants are [Cl:1][C:2]1[CH:26]=[CH:25][C:5]([CH2:6][N:7]2[C:15]3[C:10](=[C:11]([NH:17][C:18](=[O:24])[O:19][C:20]([CH3:23])([CH3:22])[CH3:21])[CH:12]=[C:13]([F:16])[CH:14]=3)[CH:9]=[CH:8]2)=[CH:4][CH:3]=1.[Li]CCCC.[C:32](=[O:34])=[O:33]. The catalyst is C1COCC1. The product is [C:20]([O:19][C:18]([NH:17][C:11]1[CH:12]=[C:13]([F:16])[CH:14]=[C:15]2[C:10]=1[CH:9]=[CH:8][N:7]2[CH:6]([C:5]1[CH:25]=[CH:26][C:2]([Cl:1])=[CH:3][CH:4]=1)[C:32]([OH:34])=[O:33])=[O:24])([CH3:22])([CH3:23])[CH3:21]. The yield is 0.890. (4) The reactants are [CH3:1][C:2]1([CH3:10])[C:6](=[O:7])[CH2:5][C:4]([CH3:9])([CH3:8])[O:3]1.C[O-].[Na+].[Br:14][C:15]1[CH:20]=[CH:19][C:18]([C:21]2[CH:26]=[CH:25][C:24]([Cl:27])=[CH:23][CH:22]=2)=[CH:17][C:16]=1[CH:28]=O. The catalyst is COCCOC. The product is [Br:14][C:15]1[CH:20]=[CH:19][C:18]([C:21]2[CH:26]=[CH:25][C:24]([Cl:27])=[CH:23][CH:22]=2)=[CH:17][C:16]=1[CH:28]=[C:5]1[C:4]([CH3:9])([CH3:8])[O:3][C:2]([CH3:10])([CH3:1])[C:6]1=[O:7]. The yield is 0.920. (5) The reactants are [Cl:1][C:2]1[N:10]=[C:9]2[C:5]([N:6]=[CH:7][NH:8]2)=[C:4](Cl)[N:3]=1.[CH3:12][CH:13]1[CH2:18][CH2:17][CH2:16][CH:15]([NH2:19])[CH2:14]1.CCN(C(C)C)C(C)C.O. The catalyst is CN(C=O)C. The product is [Cl:1][C:2]1[N:10]=[C:9]2[C:5]([N:6]=[CH:7][NH:8]2)=[C:4]([NH:19][CH:15]2[CH2:16][CH2:17][CH2:18][CH:13]([CH3:12])[CH2:14]2)[N:3]=1. The yield is 0.860. (6) The reactants are [OH:1][CH:2]1[CH2:11][CH2:10][C:9]2[CH:8]=[C:7]([C:12]([O:14][CH3:15])=[O:13])[CH:6]=[CH:5][C:4]=2[CH2:3]1.[N+]([C:19]1[CH:24]=[CH:23][N:22]=[C:21]([C:25]#[N:26])[CH:20]=1)([O-])=O.C(=O)([O-])[O-].[Cs+].[Cs+].O1CCOCC1. The catalyst is O. The product is [C:25]([C:21]1[CH:20]=[C:19]([O:1][CH:2]2[CH2:11][CH2:10][C:9]3[CH:8]=[C:7]([C:12]([O:14][CH3:15])=[O:13])[CH:6]=[CH:5][C:4]=3[CH2:3]2)[CH:24]=[CH:23][N:22]=1)#[N:26]. The yield is 0.950. (7) The reactants are [CH3:1][O:2][C:3]1[CH:29]=[C:28]([O:30][CH3:31])[CH:27]=[CH:26][C:4]=1[CH2:5][N:6]1[CH2:10][C@@H:9]([C:11]2[CH:16]=[CH:15][CH:14]=[CH:13][C:12]=2Br)[C@H:8]([C:18]2[CH:23]=[C:22]([Cl:24])[CH:21]=[CH:20][C:19]=2[OH:25])[CH2:7]1.C(=O)([O-])[O-].[Cs+].[Cs+].CN(C)CC(O)=O.C1(C)C=CC=CC=1. The catalyst is O1CCOCC1.[Cu]I. The product is [Cl:24][C:22]1[CH:21]=[CH:20][C:19]2[O:25][C:16]3[CH:15]=[CH:14][CH:13]=[CH:12][C:11]=3[C@H:9]3[CH2:10][N:6]([CH2:5][C:4]4[CH:26]=[CH:27][C:28]([O:30][CH3:31])=[CH:29][C:3]=4[O:2][CH3:1])[CH2:7][C@@H:8]3[C:18]=2[CH:23]=1. The yield is 1.00. (8) The reactants are [OH:1][C@H:2]1[CH2:6][N:5]([C:7](=[O:26])[C@@H:8]([NH:18][C:19](=[O:25])[O:20][C:21]([CH3:24])([CH3:23])[CH3:22])[C@H:9]([CH3:17])[CH2:10][CH:11]([CH3:16])[CH2:12][CH2:13][CH:14]=[CH2:15])[C@H:4]([C:27](=[O:44])[NH:28][C@:29]2([C:34](=[O:43])[NH:35][S:36]([C:39]3([CH3:42])[CH2:41][CH2:40]3)(=[O:38])=[O:37])[CH2:31][C@H:30]2C=C)[CH2:3]1. The catalyst is ClCCCl.CC1C=C(C)C(N2C(=[Ru](Cl)(Cl)=CC3C=CC=CC=3OC(C)C)N(C3C(C)=CC(C)=CC=3C)CC2)=C(C)C=1. The product is [OH:1][C@H:2]1[CH2:6][N:5]2[C:7](=[O:26])[C@@H:8]([NH:18][C:19](=[O:25])[O:20][C:21]([CH3:23])([CH3:22])[CH3:24])[C@H:9]([CH3:17])[CH2:10][CH:11]([CH3:16])[CH2:12][CH2:13][CH:14]=[CH:15][C@@H:30]3[CH2:31][C@@:29]3([C:34](=[O:43])[NH:35][S:36]([C:39]3([CH3:42])[CH2:40][CH2:41]3)(=[O:37])=[O:38])[NH:28][C:27](=[O:44])[C@@H:4]2[CH2:3]1. The yield is 0.700. (9) The reactants are Br[C:2]1[CH:3]=[C:4]2[C:9](=[CH:10][CH:11]=1)[CH:8]=[C:7]([N:12]([CH3:14])[CH3:13])[CH:6]=[CH:5]2.[CH3:15][C:16]1[N:17]([C:24]2[CH:29]=[CH:28][CH:27]=[CH:26][CH:25]=2)[C:18]([CH3:23])=[CH:19][C:20]=1[CH:21]=[CH2:22].C([O-])([O-])=O.[Na+].[Na+]. The catalyst is [N+](CCCC)(CCCC)(CCCC)CCCC.[Cl-].CC([O-])=O.CC([O-])=O.[Pd+2].CN(C=O)C. The product is [CH3:13][N:12]([CH3:14])[C:7]1[CH:6]=[CH:5][C:4]2[C:9](=[CH:10][CH:11]=[C:2](/[CH:22]=[CH:21]/[C:20]3[CH:19]=[C:18]([CH3:23])[N:17]([C:24]4[CH:29]=[CH:28][CH:27]=[CH:26][CH:25]=4)[C:16]=3[CH3:15])[CH:3]=2)[CH:8]=1. The yield is 0.170. (10) The reactants are CON(C)[C:4]([C@@H:6]1[C@@H:10]([C:11]2[CH:16]=[CH:15][C:14]([Cl:17])=[C:13]([Cl:18])[CH:12]=2)[CH2:9][N:8]([CH2:19][C:20]2[CH:25]=[CH:24][CH:23]=[CH:22][CH:21]=2)[CH2:7]1)=[O:5].[H-].[Al+3].[Li+].[H-].[H-].[H-]. The catalyst is C1COCC1. The product is [CH2:19]([N:8]1[CH2:9][C@H:10]([C:11]2[CH:16]=[CH:15][C:14]([Cl:17])=[C:13]([Cl:18])[CH:12]=2)[C@@H:6]([CH:4]=[O:5])[CH2:7]1)[C:20]1[CH:21]=[CH:22][CH:23]=[CH:24][CH:25]=1. The yield is 0.930.